From a dataset of Forward reaction prediction with 1.9M reactions from USPTO patents (1976-2016). Predict the product of the given reaction. (1) Given the reactants [F:1][C:2]1[C:3]([NH:15][C:16]([NH2:18])=[O:17])=[C:4]([CH:8]=[C:9]([O:13][CH3:14])[C:10]=1[O:11][CH3:12])[C:5](N)=[O:6].Cl, predict the reaction product. The product is: [F:1][C:2]1[C:10]([O:11][CH3:12])=[C:9]([O:13][CH3:14])[CH:8]=[C:4]2[C:3]=1[NH:15][C:16](=[O:17])[NH:18][C:5]2=[O:6]. (2) Given the reactants [OH-].[Na+].C[O:4][C:5](=[O:29])[C@H:6]([OH:28])[C@@H:7]([NH:15][C:16]([C:18]1[NH:27][C:21]2=[CH:22][N:23]=[C:24]([Cl:26])[CH:25]=[C:20]2[CH:19]=1)=[O:17])[CH2:8][C:9]1[CH:14]=[CH:13][CH:12]=[CH:11][CH:10]=1, predict the reaction product. The product is: [Cl:26][C:24]1[CH:25]=[C:20]2[CH:19]=[C:18]([C:16]([NH:15][C@@H:7]([CH2:8][C:9]3[CH:10]=[CH:11][CH:12]=[CH:13][CH:14]=3)[C@@H:6]([OH:28])[C:5]([OH:29])=[O:4])=[O:17])[NH:27][C:21]2=[CH:22][N:23]=1. (3) Given the reactants Cl[C:2]1[C:11]2[C:6](=[CH:7][CH:8]=[CH:9][CH:10]=2)[C:5]([C:12]2[CH:17]=[CH:16][CH:15]=[CH:14][CH:13]=2)=[N:4][N:3]=1.[NH2:18][C:19]1[CH:33]=[CH:32][C:22]2[N:23]([C:26]3[CH:31]=[CH:30][CH:29]=[CH:28][CH:27]=3)[CH:24]=[N:25][C:21]=2[CH:20]=1, predict the reaction product. The product is: [C:26]1([N:23]2[C:22]3[CH:32]=[CH:33][C:19]([NH:18][C:2]4[C:11]5[C:6](=[CH:7][CH:8]=[CH:9][CH:10]=5)[C:5]([C:12]5[CH:17]=[CH:16][CH:15]=[CH:14][CH:13]=5)=[N:4][N:3]=4)=[CH:20][C:21]=3[N:25]=[CH:24]2)[CH:31]=[CH:30][CH:29]=[CH:28][CH:27]=1. (4) The product is: [C:7]([CH:9]=[C:19]1[CH2:22][CH:21]([C:23]#[N:24])[CH2:20]1)#[N:8]. Given the reactants CC(C)([O-])C.[K+].[C:7]([CH2:9]P(=O)(OCC)OCC)#[N:8].O=[C:19]1[CH2:22][CH:21]([C:23]#[N:24])[CH2:20]1, predict the reaction product.